The task is: Binary Classification. Given a drug SMILES string, predict its activity (active/inactive) in a high-throughput screening assay against a specified biological target.. This data is from Tyrosyl-DNA phosphodiesterase HTS with 341,365 compounds. (1) The drug is S(=O)(=O)(Nc1ncccn1)c1ccc(N\C=C\C(=O)c2ccc(OC)cc2)cc1. The result is 0 (inactive). (2) The compound is S(=O)(=O)(Nc1c2OC(CN(CC3CCCCC3)C)C(CN(C(CO)C)C(=O)c2ccc1)C)c1ccc(F)cc1. The result is 0 (inactive). (3) The compound is s1c2c(c3C(N(CC(=O)Nc13)C(=O)Nc1c(OC)cccc1)c1ccccc1)CCCC2. The result is 0 (inactive). (4) The compound is O=C(Nc1n[nH]nn1)CC(c1ccccc1)c1ccccc1. The result is 0 (inactive). (5) The drug is O1C(C(CN(C(CO)C)C(=O)c2c1ccc(NC(=O)Nc1c(onc1C)C)c2)C)CN(C)C(=O)Nc1ccccc1. The result is 0 (inactive). (6) The drug is S(c1ccc(C2N3C(C4C2C(=O)N(C4=O)CC)(CCCC3)C(OC)=O)cc1)CCCCCC. The result is 0 (inactive).